The task is: Regression. Given two drug SMILES strings and cell line genomic features, predict the synergy score measuring deviation from expected non-interaction effect.. This data is from NCI-60 drug combinations with 297,098 pairs across 59 cell lines. (1) Drug 1: CN(CC1=CN=C2C(=N1)C(=NC(=N2)N)N)C3=CC=C(C=C3)C(=O)NC(CCC(=O)O)C(=O)O. Drug 2: C1CNP(=O)(OC1)N(CCCl)CCCl. Cell line: SF-295. Synergy scores: CSS=40.4, Synergy_ZIP=4.11, Synergy_Bliss=5.64, Synergy_Loewe=-25.0, Synergy_HSA=5.45. (2) Drug 1: C1=C(C(=O)NC(=O)N1)F. Drug 2: C1=CN(C=N1)CC(O)(P(=O)(O)O)P(=O)(O)O. Cell line: OVCAR-5. Synergy scores: CSS=35.7, Synergy_ZIP=0.0794, Synergy_Bliss=-0.444, Synergy_Loewe=-2.03, Synergy_HSA=1.13. (3) Drug 1: C1=NC2=C(N=C(N=C2N1C3C(C(C(O3)CO)O)F)Cl)N. Drug 2: COCCOC1=C(C=C2C(=C1)C(=NC=N2)NC3=CC=CC(=C3)C#C)OCCOC.Cl. Cell line: UO-31. Synergy scores: CSS=16.6, Synergy_ZIP=3.50, Synergy_Bliss=16.4, Synergy_Loewe=2.12, Synergy_HSA=3.26. (4) Drug 1: CC1=C(C=C(C=C1)C(=O)NC2=CC(=CC(=C2)C(F)(F)F)N3C=C(N=C3)C)NC4=NC=CC(=N4)C5=CN=CC=C5. Drug 2: CCN(CC)CCNC(=O)C1=C(NC(=C1C)C=C2C3=C(C=CC(=C3)F)NC2=O)C. Synergy scores: CSS=3.12, Synergy_ZIP=-0.515, Synergy_Bliss=1.99, Synergy_Loewe=3.86, Synergy_HSA=1.88. Cell line: OVCAR-8. (5) Drug 1: C1=NC(=NC(=O)N1C2C(C(C(O2)CO)O)O)N. Drug 2: CN(C(=O)NC(C=O)C(C(C(CO)O)O)O)N=O. Cell line: RXF 393. Synergy scores: CSS=11.3, Synergy_ZIP=4.35, Synergy_Bliss=6.62, Synergy_Loewe=-6.87, Synergy_HSA=3.65. (6) Cell line: OVCAR-5. Drug 2: CN(CCCl)CCCl.Cl. Drug 1: CC1=CC2C(CCC3(C2CCC3(C(=O)C)OC(=O)C)C)C4(C1=CC(=O)CC4)C. Synergy scores: CSS=-1.29, Synergy_ZIP=0.324, Synergy_Bliss=-2.91, Synergy_Loewe=-12.3, Synergy_HSA=-6.71. (7) Drug 1: CC1=C(C=C(C=C1)C(=O)NC2=CC(=CC(=C2)C(F)(F)F)N3C=C(N=C3)C)NC4=NC=CC(=N4)C5=CN=CC=C5. Drug 2: C1C(C(OC1N2C=NC(=NC2=O)N)CO)O. Cell line: OVCAR-8. Synergy scores: CSS=8.50, Synergy_ZIP=5.38, Synergy_Bliss=0.849, Synergy_Loewe=-4.80, Synergy_HSA=-0.487. (8) Drug 1: C1C(C(OC1N2C=C(C(=O)NC2=O)F)CO)O. Drug 2: B(C(CC(C)C)NC(=O)C(CC1=CC=CC=C1)NC(=O)C2=NC=CN=C2)(O)O. Cell line: UO-31. Synergy scores: CSS=23.7, Synergy_ZIP=-2.83, Synergy_Bliss=0.423, Synergy_Loewe=-14.8, Synergy_HSA=-0.111.